Dataset: Forward reaction prediction with 1.9M reactions from USPTO patents (1976-2016). Task: Predict the product of the given reaction. (1) The product is: [Cl:12][C:13]1[N:18]=[CH:17][N+:16]([O-:9])=[C:15]2[CH2:19][CH2:20][C@@H:21]([CH3:22])[C:14]=12. Given the reactants C1C=C(Cl)C=C(C(OO)=[O:9])C=1.[Cl:12][C:13]1[C:14]2[C@H:21]([CH3:22])[CH2:20][CH2:19][C:15]=2[N:16]=[CH:17][N:18]=1.[O-]S([O-])(=S)=O.[Na+].[Na+].C([O-])([O-])=O.[Na+].[Na+], predict the reaction product. (2) Given the reactants [F:1][C:2]([F:12])([F:11])[C:3]1[CH:10]=[CH:9][C:6]([CH:7]=O)=[CH:5][CH:4]=1.[CH3:13][O:14][C:15]([C:17]1[CH:18]=[C:19]([CH3:41])[C:20]2[O:26][C:25]3[C:27]([Cl:37])=[CH:28][C:29]([N:31]4[CH2:36][CH2:35][NH:34][CH2:33][CH2:32]4)=[CH:30][C:24]=3[CH2:23][S:22](=[O:39])(=[O:38])[C:21]=2[CH:40]=1)=[O:16].C([BH3-])#N.[Na+], predict the reaction product. The product is: [CH3:13][O:14][C:15]([C:17]1[CH:18]=[C:19]([CH3:41])[C:20]2[O:26][C:25]3[C:27]([Cl:37])=[CH:28][C:29]([N:31]4[CH2:32][CH2:33][N:34]([CH2:7][C:6]5[CH:9]=[CH:10][C:3]([C:2]([F:12])([F:11])[F:1])=[CH:4][CH:5]=5)[CH2:35][CH2:36]4)=[CH:30][C:24]=3[CH2:23][S:22](=[O:38])(=[O:39])[C:21]=2[CH:40]=1)=[O:16]. (3) The product is: [C:6]1([N:12]2[CH:13]=[CH:14][CH:15]=[C:17]2[CH:18]=[O:2])[CH:11]=[CH:10][CH:9]=[CH:8][CH:7]=1. Given the reactants P(Cl)(Cl)(Cl)=[O:2].[C:6]1([N:12]2C=[CH:15][CH:14]=[CH:13]2)[CH:11]=[CH:10][CH:9]=[CH:8][CH:7]=1.[CH2:17](Cl)[CH2:18]Cl, predict the reaction product. (4) Given the reactants [N:1]1[C:10]2[C:5](=[CH:6][CH:7]=[CH:8][CH:9]=2)[C:4]([C:11](=[O:13])[CH3:12])=[CH:3][CH:2]=1.[BrH:14].BrBr.C(OCC)C, predict the reaction product. The product is: [Br:14][CH2:12][C:11]([C:4]1[C:5]2[C:10](=[CH:9][CH:8]=[CH:7][CH:6]=2)[N:1]=[CH:2][CH:3]=1)=[O:13]. (5) Given the reactants [CH3:1][O:2][CH:3]([CH2:6][C@H:7]1[CH2:18][CH2:17][C:16]2[S:15][C:14]3[N:13]=[CH:12][N:11]=[C:10]([O:19][CH:20]4[CH2:25][CH2:24][CH:23]([NH:26][CH3:27])[CH2:22][CH2:21]4)[C:9]=3[C:8]1=2)[C:4]#[N:5].[C:36](O[C:36]([O:38][C:39]([CH3:42])([CH3:41])[CH3:40])=[O:37])([O:38][C:39]([CH3:42])([CH3:41])[CH3:40])=[O:37], predict the reaction product. The product is: [C:4]([CH:3]([O:2][CH3:1])[CH2:6][C@H:7]1[CH2:18][CH2:17][C:16]2[S:15][C:14]3[N:13]=[CH:12][N:11]=[C:10]([O:19][CH:20]4[CH2:25][CH2:24][CH:23]([N:26]([CH3:27])[C:36](=[O:37])[O:38][C:39]([CH3:40])([CH3:41])[CH3:42])[CH2:22][CH2:21]4)[C:9]=3[C:8]1=2)#[N:5].